Predict the product of the given reaction. From a dataset of Forward reaction prediction with 1.9M reactions from USPTO patents (1976-2016). (1) The product is: [Cl:1][C:2]1[C:6]([N:7]([CH2:18][CH3:19])[C:8](=[O:10])[CH3:9])=[CH:5][N:4]([C:11]2[CH:12]=[N:13][CH:14]=[CH:15][CH:16]=2)[N:3]=1. Given the reactants [Cl:1][C:2]1[C:6]([NH:7][C:8](=[O:10])[CH3:9])=[CH:5][N:4]([C:11]2[CH:12]=[N:13][CH:14]=[CH:15][CH:16]=2)[N:3]=1.O1CC[CH2:19][CH2:18]1.CC(C)([O-])C.[Na+].C(Br)C, predict the reaction product. (2) Given the reactants Cl[CH2:2][C:3]1[N:4]=[C:5]([C:9]2[CH:14]=[CH:13][CH:12]=[CH:11][CH:10]=2)[O:6][C:7]=1[CH3:8].[OH:15][C:16]1[CH:21]=[CH:20][C:19]([C:22]([C:24]2[CH:29]=[CH:28][C:27]([O:30][CH3:31])=[CH:26][C:25]=2[O:32][CH2:33][O:34][CH3:35])=[O:23])=[CH:18][CH:17]=1.C(=O)([O-])[O-].[K+].[K+].CN(C)C=O, predict the reaction product. The product is: [CH3:31][O:30][C:27]1[CH:28]=[CH:29][C:24]([C:22]([C:19]2[CH:20]=[CH:21][C:16]([O:15][CH2:2][C:3]3[N:4]=[C:5]([C:9]4[CH:14]=[CH:13][CH:12]=[CH:11][CH:10]=4)[O:6][C:7]=3[CH3:8])=[CH:17][CH:18]=2)=[O:23])=[C:25]([O:32][CH2:33][O:34][CH3:35])[CH:26]=1. (3) Given the reactants [OH:1][NH:2][C:3]([C:5]1[CH:10]=[CH:9][CH:8]=[C:7]([C:11]2[CH:12]=[N:13][N:14]([C:16]3[CH:17]=[N:18][CH:19]=[CH:20][CH:21]=3)[CH:15]=2)[N:6]=1)=[NH:4].[C:22](OCC)(=O)C.C([O-])(=O)CC(CC([O-])=O)(C([O-])=O)O.[Na+].[Cl-], predict the reaction product. The product is: [O:1]1[CH:22]=[N:4][C:3]([C:5]2[CH:10]=[CH:9][CH:8]=[C:7]([C:11]3[CH:12]=[N:13][N:14]([C:16]4[CH:17]=[N:18][CH:19]=[CH:20][CH:21]=4)[CH:15]=3)[N:6]=2)=[N:2]1.